Task: Predict the product of the given reaction.. Dataset: Forward reaction prediction with 1.9M reactions from USPTO patents (1976-2016) (1) Given the reactants [Br:1][C:2]1[CH:3]=[C:4]([OH:8])[CH:5]=[CH:6][CH:7]=1.C(=O)([O-])[O-].[Cs+].[Cs+].Br[CH2:16][CH2:17][CH2:18][C:19]([O:21][CH2:22][CH3:23])=[O:20], predict the reaction product. The product is: [Br:1][C:2]1[CH:3]=[C:4]([CH:5]=[CH:6][CH:7]=1)[O:8][CH2:16][CH2:17][CH2:18][C:19]([O:21][CH2:22][CH3:23])=[O:20]. (2) Given the reactants [Br:1][C:2]1[CH:3]=[C:4]([OH:9])[CH:5]=[C:6]([Br:8])[CH:7]=1.N1C=CN=C1.[Si:15](Cl)([C:18]([CH3:21])([CH3:20])[CH3:19])([CH3:17])[CH3:16], predict the reaction product. The product is: [C:18]([Si:15]([O:9][C:4]1[CH:3]=[C:2]([Br:1])[CH:7]=[C:6]([Br:8])[CH:5]=1)([CH3:17])[CH3:16])([CH3:21])([CH3:20])[CH3:19]. (3) Given the reactants [C:1]1(=[O:11])[O:6][C:4](=O)[C:3]2=[CH:7][CH:8]=[CH:9][CH:10]=[C:2]12.[N:12]1[CH:17]=[CH:16][CH:15]=[CH:14][C:13]=1[CH2:18][CH2:19][NH2:20], predict the reaction product. The product is: [N:12]1[CH:17]=[CH:16][CH:15]=[CH:14][C:13]=1[CH2:18][CH2:19][N:20]1[C:1](=[O:11])[C:2]2[C:3](=[CH:7][CH:8]=[CH:9][CH:10]=2)[C:4]1=[O:6]. (4) Given the reactants [S:1]1[C:5]2[CH:6]=[CH:7][C:8]([N:10]3[CH2:15][CH2:14][CH:13]([C:16]([OH:18])=O)[CH2:12][CH2:11]3)=[CH:9][C:4]=2[N:3]=[CH:2]1.BrC1C=CC2SC=NC=2C=1.[NH2:29][C:30]1[C:39]2[C:34](=[CH:35][CH:36]=[CH:37][CH:38]=2)[N:33]=[CH:32][N:31]=1, predict the reaction product. The product is: [N:33]1[C:34]2[C:39](=[CH:38][CH:37]=[CH:36][CH:35]=2)[C:30]([NH:29][C:16]([CH:13]2[CH2:12][CH2:11][N:10]([C:8]3[CH:7]=[CH:6][C:5]4[S:1][CH:2]=[N:3][C:4]=4[CH:9]=3)[CH2:15][CH2:14]2)=[O:18])=[N:31][CH:32]=1. (5) Given the reactants [N+:1]([C:4]1[CH:5]=[C:6]([CH:8]=[CH:9][CH:10]=1)[NH2:7])([O-:3])=[O:2].N1C=CC=CC=1.[CH3:17][S:18](Cl)(=[O:20])=[O:19].Cl, predict the reaction product. The product is: [N+:1]([C:4]1[CH:5]=[C:6]([NH:7][S:18]([CH3:17])(=[O:20])=[O:19])[CH:8]=[CH:9][CH:10]=1)([O-:3])=[O:2]. (6) Given the reactants C(N(CC)CC)C.[F:8][C:9]1[CH:10]=[CH:11][C:12]([O:27][CH3:28])=[C:13]([C:15]([CH3:26])([CH3:25])[CH2:16][C@@:17]([C:21]([F:24])([F:23])[F:22])([OH:20])[CH2:18]O)[CH:14]=1.CS(Cl)(=O)=O, predict the reaction product. The product is: [F:8][C:9]1[CH:10]=[CH:11][C:12]([O:27][CH3:28])=[C:13]([C:15]([CH3:26])([CH3:25])[CH2:16][C@:17]2([C:21]([F:24])([F:23])[F:22])[CH2:18][O:20]2)[CH:14]=1. (7) Given the reactants Br[C:2]1[CH:7]=[CH:6][C:5]([CH2:8][CH2:9][N:10]([CH2:18][C@@H:19]([C:27]2[CH:32]=[CH:31][CH:30]=[CH:29][CH:28]=2)[O:20][CH:21]2[CH2:26][CH2:25][CH2:24][CH2:23][O:22]2)[C:11](=[O:17])[O:12][C:13]([CH3:16])([CH3:15])[CH3:14])=[CH:4][CH:3]=1.[CH:33]1([O:39][C:40]2[CH:41]=[C:42](B(O)O)[CH:43]=[CH:44][C:45]=2[C:46]([O:48][CH3:49])=[O:47])[CH2:38][CH2:37][CH2:36][CH2:35][CH2:34]1.C(=O)([O-])[O-].[Na+].[Na+], predict the reaction product. The product is: [C:13]([O:12][C:11]([N:10]([CH2:18][C@@H:19]([C:27]1[CH:32]=[CH:31][CH:30]=[CH:29][CH:28]=1)[O:20][CH:21]1[CH2:26][CH2:25][CH2:24][CH2:23][O:22]1)[CH2:9][CH2:8][C:5]1[CH:6]=[CH:7][C:2]([C:42]2[CH:43]=[CH:44][C:45]([C:46]([O:48][CH3:49])=[O:47])=[C:40]([O:39][CH:33]3[CH2:38][CH2:37][CH2:36][CH2:35][CH2:34]3)[CH:41]=2)=[CH:3][CH:4]=1)=[O:17])([CH3:16])([CH3:15])[CH3:14].